This data is from Catalyst prediction with 721,799 reactions and 888 catalyst types from USPTO. The task is: Predict which catalyst facilitates the given reaction. (1) Reactant: [CH:1]([N:14]1C(C2C=CC(OC)=CC=2)[O:15]1)([C:8]1[CH:13]=[CH:12][CH:11]=[CH:10][CH:9]=1)[C:2]1[CH:7]=[CH:6][CH:5]=[CH:4][CH:3]=1.Cl.NO. Product: [CH:1]([NH:14][OH:15])([C:8]1[CH:9]=[CH:10][CH:11]=[CH:12][CH:13]=1)[C:2]1[CH:7]=[CH:6][CH:5]=[CH:4][CH:3]=1. The catalyst class is: 5. (2) Reactant: [CH3:1][C:2]1[N:3]([S:15]([C:18]2[CH:23]=[CH:22][CH:21]=[CH:20][CH:19]=2)(=[O:17])=[O:16])[C:4]([C:9]2[CH:10]=[N:11][CH:12]=[CH:13][CH:14]=2)=[CH:5][C:6]=1[CH:7]=O.CO.[CH3:26][NH2:27].S([O-])([O-])(=O)=O.[Mg+2].[BH4-].[Na+]. Product: [CH3:26][NH:27][CH2:7][C:6]1[CH:5]=[C:4]([C:9]2[CH:10]=[N:11][CH:12]=[CH:13][CH:14]=2)[N:3]([S:15]([C:18]2[CH:19]=[CH:20][CH:21]=[CH:22][CH:23]=2)(=[O:17])=[O:16])[C:2]=1[CH3:1]. The catalyst class is: 111.